From a dataset of Forward reaction prediction with 1.9M reactions from USPTO patents (1976-2016). Predict the product of the given reaction. Given the reactants [N+:1]([C:4]1[CH:5]=[C:6]([CH:8]=[CH:9][CH:10]=1)[NH2:7])([O-:3])=[O:2].[NH2:11][C:12]1[CH:16]=[C:15]([CH3:17])[NH:14][N:13]=1.C[N:19](C=O)C, predict the reaction product. The product is: [CH3:17][C:15]1[C:16](=[N:19][NH:7][C:6]2[CH:8]=[CH:9][CH:10]=[C:4]([N+:1]([O-:3])=[O:2])[CH:5]=2)[C:12]([NH2:11])=[N:13][N:14]=1.